This data is from Full USPTO retrosynthesis dataset with 1.9M reactions from patents (1976-2016). The task is: Predict the reactants needed to synthesize the given product. (1) Given the product [CH2:1]([O:3][CH2:4][CH2:5][S:6][C:7]1[CH:12]=[C:11]([CH3:13])[C:10]([C:14]2[CH:19]=[CH:18][CH:17]=[C:16]([CH2:20][OH:21])[CH:15]=2)=[C:9]([CH3:22])[CH:8]=1)[CH3:2], predict the reactants needed to synthesize it. The reactants are: [CH2:1]([O:3][CH2:4][CH2:5][S:6][C:7]1[CH:12]=[C:11]([CH3:13])[C:10]([C:14]2[CH:19]=[CH:18][CH:17]=[C:16]([CH:20]=[O:21])[CH:15]=2)=[C:9]([CH3:22])[CH:8]=1)[CH3:2].[BH4-].[Na+]. (2) Given the product [CH3:21][O:20][C:17](=[O:19])[C:18]([NH:10][C:9]([O:8][CH2:1][C:2]1[CH:5]=[CH:13][CH:12]=[CH:11][CH:3]=1)=[O:23])=[CH:15][C:12]1[CH:13]=[N:14][C:9]([O:8][CH3:7])=[N:10][CH:11]=1, predict the reactants needed to synthesize it. The reactants are: [CH3:1][C:2]([CH3:5])([O-])[CH3:3].[K+].[CH3:7][O:8][C:9]1[N:14]=[CH:13][C:12]([CH:15]=O)=[CH:11][N:10]=1.[C:17]([O:20][CH2:21]C)(=[O:19])[CH3:18].[OH2:23]. (3) Given the product [CH2:32]([CH:31]([N:22]1[C:21]2[CH:36]=[CH:37][C:18]([C:16]([NH:15][C@@H:10]([CH2:11][CH:12]([CH3:13])[CH3:14])[C:9]([NH:8][CH2:7][C:6]([OH:39])=[O:5])=[O:38])=[O:17])=[CH:19][C:20]=2[N:24]=[C:23]1[CH2:25][C:26]1[S:27][CH:28]=[CH:29][CH:30]=1)[CH2:34][CH3:35])[CH3:33], predict the reactants needed to synthesize it. The reactants are: C([O:5][C:6](=[O:39])[CH2:7][NH:8][C:9](=[O:38])[C@@H:10]([NH:15][C:16]([C:18]1[CH:37]=[CH:36][C:21]2[N:22]([CH:31]([CH2:34][CH3:35])[CH2:32][CH3:33])[C:23]([CH2:25][C:26]3[S:27][CH:28]=[CH:29][CH:30]=3)=[N:24][C:20]=2[CH:19]=1)=[O:17])[CH2:11][CH:12]([CH3:14])[CH3:13])(C)(C)C.Cl.